Dataset: Full USPTO retrosynthesis dataset with 1.9M reactions from patents (1976-2016). Task: Predict the reactants needed to synthesize the given product. (1) The reactants are: [CH:1]1([C:7]2[C:8]3[CH:9]=[CH:10][C:11]([C:39]([OH:41])=O)=[CH:12][C:13]=3[N:14]3[CH2:20][C:19]([C:21]([N:23]4[CH2:28][CH2:27][CH:26]([N:29]5[CH2:34][CH2:33][O:32][CH2:31][CH2:30]5)[CH2:25][CH2:24]4)=[O:22])=[CH:18][C:17]4[CH:35]=[CH:36][CH:37]=[CH:38][C:16]=4[C:15]=23)[CH2:6][CH2:5][CH2:4][CH2:3][CH2:2]1.C(N(CC)C(C)C)(C)C.C(O)(=O)C.[NH2:55][CH2:56][C:57]([N:59]([CH3:61])[CH3:60])=[O:58].Cl.CN(C)CCCN=C=NCC.ON1C2C=CC=CC=2N=N1. Given the product [CH:1]1([C:7]2[C:8]3[CH:9]=[CH:10][C:11]([C:39]([NH:55][CH2:56][C:57]([N:59]([CH3:61])[CH3:60])=[O:58])=[O:41])=[CH:12][C:13]=3[N:14]3[CH2:20][C:19]([C:21]([N:23]4[CH2:24][CH2:25][CH:26]([N:29]5[CH2:34][CH2:33][O:32][CH2:31][CH2:30]5)[CH2:27][CH2:28]4)=[O:22])=[CH:18][C:17]4[CH:35]=[CH:36][CH:37]=[CH:38][C:16]=4[C:15]=23)[CH2:2][CH2:3][CH2:4][CH2:5][CH2:6]1, predict the reactants needed to synthesize it. (2) Given the product [NH4+:4].[OH-:17].[C:40]([O:44][C:45]([N:47]1[CH2:52][CH2:51][C:50]([CH:54]([OH:55])[C:2]2[C:10]3[C:5](=[N:6][CH:7]=[C:8]([C:11]4[CH:16]=[C:15]([O:17][CH3:18])[C:14]([O:19][CH3:20])=[C:13]([O:21][CH3:22])[CH:12]=4)[N:9]=3)[N:4]([Si:23]([CH:30]([CH3:32])[CH3:31])([CH:27]([CH3:29])[CH3:28])[CH:24]([CH3:26])[CH3:25])[CH:3]=2)([CH3:53])[CH2:49][CH2:48]1)=[O:46])([CH3:43])([CH3:42])[CH3:41], predict the reactants needed to synthesize it. The reactants are: I[C:2]1[C:10]2[C:5](=[N:6][CH:7]=[C:8]([C:11]3[CH:16]=[C:15]([O:17][CH3:18])[C:14]([O:19][CH3:20])=[C:13]([O:21][CH3:22])[CH:12]=3)[N:9]=2)[N:4]([Si:23]([CH:30]([CH3:32])[CH3:31])([CH:27]([CH3:29])[CH3:28])[CH:24]([CH3:26])[CH3:25])[CH:3]=1.C([Mg]Cl)(C)C.[Li+].[Cl-].[C:40]([O:44][C:45]([N:47]1[CH2:52][CH2:51][C:50]([CH:54]=[O:55])([CH3:53])[CH2:49][CH2:48]1)=[O:46])([CH3:43])([CH3:42])[CH3:41].